Dataset: Reaction yield outcomes from USPTO patents with 853,638 reactions. Task: Predict the reaction yield, written as a fraction of the theoretical maximum amount of product (1.0 means a 100% yield; for example, 0.34 means a 34% yield). (1) The reactants are [CH3:1][C:2]([C:6]1[CH:10]=[C:9]([NH:11][C:12]([C@@H:14]2[CH2:18][CH2:17][CH2:16][N:15]2[CH:19]2[CH2:24][CH2:23][O:22][CH2:21][CH2:20]2)=[O:13])[O:8][N:7]=1)([CH3:5])[CH:3]=O.Cl.[NH2:26][OH:27].N1C=CC=CC=1. The catalyst is CO. The product is [OH:27][N:26]=[CH:3][C:2]([C:6]1[CH:10]=[C:9]([NH:11][C:12]([C@@H:14]2[CH2:18][CH2:17][CH2:16][N:15]2[CH:19]2[CH2:24][CH2:23][O:22][CH2:21][CH2:20]2)=[O:13])[O:8][N:7]=1)([CH3:1])[CH3:5]. The yield is 0.840. (2) The reactants are [CH3:1][C:2](=O)[CH2:3][CH3:4].Cl.[Br:7][C:8]1[CH:13]=[CH:12][C:11]([NH:14]N)=[CH:10][CH:9]=1. The catalyst is CCO. The product is [Br:7][C:8]1[CH:13]=[C:12]2[C:11](=[CH:10][CH:9]=1)[NH:14][C:3]([CH3:4])=[C:2]2[CH3:1]. The yield is 0.670. (3) The reactants are [Si]([O:8][C@@H:9]([CH3:41])[C@@H:10]([NH:30][C:31]1[CH:38]=[CH:37][C:34]([C:35]#[N:36])=[C:33]([Cl:39])[C:32]=1[CH3:40])[C:11]1[O:12][C:13]([C:16]2[CH:21]=[CH:20][CH:19]=[C:18]([O:22][Si](C(C)(C)C)(C)C)[CH:17]=2)=[N:14][N:15]=1)(C(C)(C)C)(C)C.[F-].C([N+](CCCC)(CCCC)CCCC)CCC. The catalyst is C1COCC1.CCOC(C)=O. The product is [Cl:39][C:33]1[C:32]([CH3:40])=[C:31]([NH:30][C@@H:10]([C:11]2[O:12][C:13]([C:16]3[CH:21]=[CH:20][CH:19]=[C:18]([OH:22])[CH:17]=3)=[N:14][N:15]=2)[C@@H:9]([OH:8])[CH3:41])[CH:38]=[CH:37][C:34]=1[C:35]#[N:36]. The yield is 0.810. (4) The reactants are [H-].[Na+].[CH3:3][O:4][C:5]([C:7]1[N:11]=[C:10]([Cl:12])[NH:9][N:8]=1)=[O:6].[CH3:13][Si:14]([CH2:17][CH2:18][O:19][CH2:20]Cl)([CH3:16])[CH3:15]. The catalyst is CN(C=O)C. The product is [CH3:3][O:4][C:5]([C:7]1[N:11]=[C:10]([Cl:12])[N:9]([CH2:20][O:19][CH2:18][CH2:17][Si:14]([CH3:16])([CH3:15])[CH3:13])[N:8]=1)=[O:6]. The yield is 0.580.